Dataset: Full USPTO retrosynthesis dataset with 1.9M reactions from patents (1976-2016). Task: Predict the reactants needed to synthesize the given product. (1) Given the product [NH2:19][C:20]1[CH:24]=[CH:23][S:22][C:21]=1[C:25]([CH2:27][CH:28]([CH3:30])[CH3:29])=[CH2:26], predict the reactants needed to synthesize it. The reactants are: C1(C)C=CC(S(O)(=O)=O)=CC=1.CC(C)CC(=O)C.[NH2:19][C:20]1[CH:24]=[CH:23][S:22][C:21]=1/[C:25](=[CH:27]/[CH:28]([CH3:30])[CH3:29])/[CH3:26].NC1C=CSC=1/C(=C\C(C)C)/C. (2) Given the product [CH3:3][N:4]1[CH2:17][CH2:16][C:7]2[N:8]([CH2:23][C:21]([C:24]3[CH:29]=[CH:28][N:27]=[CH:26][CH:25]=3)([OH:22])[CH:18]([CH3:20])[CH3:19])[C:9]3[CH:10]=[CH:11][C:12]([CH3:15])=[CH:13][C:14]=3[C:6]=2[CH2:5]1, predict the reactants needed to synthesize it. The reactants are: [H-].[Na+].[CH3:3][N:4]1[CH2:17][CH2:16][C:7]2[NH:8][C:9]3[CH:10]=[CH:11][C:12]([CH3:15])=[CH:13][C:14]=3[C:6]=2[CH2:5]1.[CH:18]([C:21]1([C:24]2[CH:29]=[CH:28][N:27]=[CH:26][CH:25]=2)[CH2:23][O:22]1)([CH3:20])[CH3:19].